Dataset: M1 muscarinic receptor agonist screen with 61,833 compounds. Task: Binary Classification. Given a drug SMILES string, predict its activity (active/inactive) in a high-throughput screening assay against a specified biological target. (1) The result is 0 (inactive). The compound is S(CC(=O)n1c2c(c(c1C)C)cccc2)c1n(ccn1)C. (2) The drug is O=C1N(C(\C(C1=O)=C(/O)c1c(n(nc1)c1ccccc1)C)c1ccccc1)CCCN(C)C. The result is 0 (inactive). (3) The molecule is Oc1c2CCCCc2[nH]c(=O)c1C(=O)NCCCN(CC)CC. The result is 0 (inactive). (4) The compound is o1nc(nc1CCCN1C(=O)c2c(C1=O)cccc2)c1nonc1N. The result is 0 (inactive).